This data is from Full USPTO retrosynthesis dataset with 1.9M reactions from patents (1976-2016). The task is: Predict the reactants needed to synthesize the given product. Given the product [F:17][C:11]1[CH:12]=[C:13]([F:16])[CH:14]=[CH:15][C:10]=1/[CH:9]=[CH:8]/[C:5]1[O:6][CH:7]=[C:3]([CH2:2][O:38][C:35]2[CH:34]=[CH:33][C:32]([CH2:31][CH2:30][CH2:29][CH2:28][N:24]3[CH:25]=[CH:26][N:27]=[C:23]3[CH2:22][S:19]([CH3:18])(=[O:21])=[O:20])=[CH:37][CH:36]=2)[N:4]=1, predict the reactants needed to synthesize it. The reactants are: Cl[CH2:2][C:3]1[N:4]=[C:5](/[CH:8]=[CH:9]/[C:10]2[CH:15]=[CH:14][C:13]([F:16])=[CH:12][C:11]=2[F:17])[O:6][CH:7]=1.[CH3:18][S:19]([CH2:22][C:23]1[N:24]([CH2:28][CH2:29][CH2:30][CH2:31][C:32]2[CH:37]=[CH:36][C:35]([OH:38])=[CH:34][CH:33]=2)[CH:25]=[CH:26][N:27]=1)(=[O:21])=[O:20].[H-].[Na+].